From a dataset of Full USPTO retrosynthesis dataset with 1.9M reactions from patents (1976-2016). Predict the reactants needed to synthesize the given product. (1) Given the product [C:13]1([C:11]2[N:12]=[C:7]([C:1]3[CH:2]=[CH:3][CH:4]=[CH:5][CH:6]=3)[N:8]=[C:9]([N:19]3[C:31]4[CH:30]=[C:29]5[C:32]([CH3:69])([CH3:68])[C:33]6[C:38]([C:28]5=[CH:27][C:26]=4[C:25]4[C:20]3=[CH:21][CH:22]=[CH:23][CH:24]=4)=[CH:37][CH:36]=[CH:35][C:34]=6[C:39]3[CH:40]=[C:41]4[C:49](=[CH:50][CH:51]=3)[NH:48][C:47]3[CH:46]=[C:45]5[C:59]([CH3:67])([CH3:66])[C:60]6[C:65]([C:44]5=[CH:43][C:42]4=3)=[CH:64][CH:63]=[CH:62][CH:61]=6)[N:10]=2)[CH:18]=[CH:17][CH:16]=[CH:15][CH:14]=1, predict the reactants needed to synthesize it. The reactants are: [C:1]1([C:7]2[N:12]=[C:11]([C:13]3[CH:18]=[CH:17][CH:16]=[CH:15][CH:14]=3)[N:10]=[C:9]([N:19]3[C:31]4[CH:30]=[C:29]5[C:32]([CH3:69])([CH3:68])[C:33]6[C:38]([C:28]5=[CH:27][C:26]=4[C:25]4[C:20]3=[CH:21][CH:22]=[CH:23][CH:24]=4)=[CH:37][CH:36]=[CH:35][C:34]=6[C:39]3[CH:40]=[C:41]4[C:49](=[CH:50][CH:51]=3)[N:48](C(OC(C)(C)C)=O)[C:47]3[CH:46]=[C:45]5[C:59]([CH3:67])([CH3:66])[C:60]6[C:65]([C:44]5=[CH:43][C:42]4=3)=[CH:64][CH:63]=[CH:62][CH:61]=6)[N:8]=2)[CH:6]=[CH:5][CH:4]=[CH:3][CH:2]=1.FC(F)(F)C(O)=O.[OH-].[Na+]. (2) The reactants are: N1C=CN=C1.Cl[Si:7]([CH:14]([CH3:16])[CH3:15])([CH:11]([CH3:13])[CH3:12])[CH:8]([CH3:10])[CH3:9].[Br:17][CH2:18][C@H:19]([CH3:22])[CH2:20][OH:21]. Given the product [Br:17][CH2:18][C@H:19]([CH3:22])[CH2:20][O:21][Si:7]([CH:14]([CH3:16])[CH3:15])([CH:11]([CH3:13])[CH3:12])[CH:8]([CH3:10])[CH3:9], predict the reactants needed to synthesize it. (3) Given the product [NH2:32][C:26]1[C:25]2[N:24]=[N:23][N:22]([C:16]3[CH:17]=[C:18]([Cl:21])[CH:19]=[CH:20][C:15]=3[NH:14][S:11]([C:8]3[CH:9]=[CH:10][C:5]([C:1]([CH3:4])([CH3:2])[CH3:3])=[CH:6][CH:7]=3)(=[O:12])=[O:13])[C:30]=2[CH:29]=[CH:28][N:27]=1, predict the reactants needed to synthesize it. The reactants are: [C:1]([C:5]1[CH:10]=[CH:9][C:8]([S:11]([NH:14][C:15]2[CH:20]=[CH:19][C:18]([Cl:21])=[CH:17][C:16]=2[N:22]2[C:30]3[CH:29]=[CH:28][N:27]=[C:26](Cl)[C:25]=3[N:24]=[N:23]2)(=[O:13])=[O:12])=[CH:7][CH:6]=1)([CH3:4])([CH3:3])[CH3:2].[NH3:32].